This data is from Forward reaction prediction with 1.9M reactions from USPTO patents (1976-2016). The task is: Predict the product of the given reaction. (1) The product is: [CH2:62]1[CH:61]2[CH:15]([C:13]3[O:12][N:11]=[C:10]([NH2:77])[N:14]=3)[CH2:49][N:48]([CH2:60]2)[CH2:65]1. Given the reactants BrC1C=C([C:10]2[N:14]=[C:13]([C:15](NCC3C=CC(OC4C=CC=CC=4)=CC=3)=O)[O:12][N:11]=2)C=C(Br)C=1O.BrC1C=C(C2N=C(C([N:48]([CH2:60][C:61](=O)[C:62]([CH3:65])(C)C)[CH2:49]C3C=CC=C(C(F)(F)F)C=3)=O)ON=2)C=C(Br)C=1O.BrC1C=C(C2ON=C(C(NCC3C=CC=C(OC(F)(F)F)C=3)=O)[N:77]=2)C=C(Br)C=1O, predict the reaction product. (2) Given the reactants [Cl:1][C:2]1[CH:7]=[CH:6][C:5]([OH:8])=[C:4]([N+:9]([O-:11])=[O:10])[CH:3]=1.C(=O)([O-])[O-].[K+].[K+].Cl[CH2:19][C:20]([N:22]1[CH2:27][CH2:26][O:25][CH2:24][CH2:23]1)=[O:21], predict the reaction product. The product is: [Cl:1][C:2]1[CH:7]=[CH:6][C:5]([O:8][CH2:19][C:20]([N:22]2[CH2:27][CH2:26][O:25][CH2:24][CH2:23]2)=[O:21])=[C:4]([N+:9]([O-:11])=[O:10])[CH:3]=1. (3) Given the reactants [OH:1][C@H:2]([C:34]1[CH:39]=[CH:38][CH:37]=[CH:36][CH:35]=1)[CH2:3][NH:4][C:5]1[CH:10]=[CH:9][C:8]([CH2:11][CH2:12][NH:13][CH2:14][C@H:15]([OH:33])[C:16]2[CH:21]=[CH:20][C:19]([O:22][CH2:23][C:24]3[CH:29]=[CH:28][CH:27]=[CH:26][CH:25]=3)=[C:18]([NH:30][CH:31]=[O:32])[CH:17]=2)=[CH:7][CH:6]=1.[ClH:40].O1CCOCC1, predict the reaction product. The product is: [ClH:40].[OH:1][C@H:2]([C:34]1[CH:35]=[CH:36][CH:37]=[CH:38][CH:39]=1)[CH2:3][NH:4][C:5]1[CH:6]=[CH:7][C:8]([CH2:11][CH2:12][NH:13][CH2:14][C@H:15]([OH:33])[C:16]2[CH:21]=[CH:20][C:19]([O:22][CH2:23][C:24]3[CH:25]=[CH:26][CH:27]=[CH:28][CH:29]=3)=[C:18]([NH:30][CH:31]=[O:32])[CH:17]=2)=[CH:9][CH:10]=1. (4) Given the reactants CS(O[CH:6]1[CH2:11][CH2:10][O:9][CH:8]([C:12]2[CH:17]=[CH:16][CH:15]=[C:14]([Br:18])[N:13]=2)[CH2:7]1)(=O)=O.C([O-])([O-])=O.[Cs+].[Cs+].[F:25][C:26]([F:35])([F:34])[C:27]1[CH:28]=[C:29]([SH:33])[CH:30]=[CH:31][CH:32]=1, predict the reaction product. The product is: [Br:18][C:14]1[CH:15]=[CH:16][CH:17]=[C:12]([CH:8]2[CH2:7][CH:6]([S:33][C:29]3[CH:30]=[CH:31][CH:32]=[C:27]([C:26]([F:25])([F:34])[F:35])[CH:28]=3)[CH2:11][CH2:10][O:9]2)[N:13]=1. (5) Given the reactants C([Al]CC(C)C)C(C)C.[CH3:10][CH:11]([CH2:16][C:17](OC)=O)[C:12](OC)=O.Cl.[NH2:22][C:23]1[CH:28]=[CH:27][CH:26]=[CH:25][C:24]=1[OH:29], predict the reaction product. The product is: [CH3:12][C:11]1[CH:16]=[CH:17][N:22]([C:23]2[CH:28]=[CH:27][CH:26]=[CH:25][C:24]=2[OH:29])[CH:10]=1. (6) Given the reactants [CH:1]1([C@H:7]([NH:15][C:16]([C:18]2[CH:23]=[CH:22][C:21]([C:24]3[CH:29]=[CH:28][C:27]([CH2:30][OH:31])=[CH:26][CH:25]=3)=[CH:20][C:19]=2[NH:32][C:33]([NH:35][C:36]2[C:41]([CH3:42])=[CH:40][C:39]([CH3:43])=[CH:38][C:37]=2[CH3:44])=[O:34])=[O:17])[C:8]([O:10][C:11]([CH3:14])([CH3:13])[CH3:12])=[O:9])[CH2:6][CH2:5][CH2:4][CH2:3][CH2:2]1, predict the reaction product. The product is: [CH:1]1([C@H:7]([NH:15][C:16]([C:18]2[CH:23]=[CH:22][C:21]([C:24]3[CH:25]=[CH:26][C:27]([CH:30]=[O:31])=[CH:28][CH:29]=3)=[CH:20][C:19]=2[NH:32][C:33]([NH:35][C:36]2[C:37]([CH3:44])=[CH:38][C:39]([CH3:43])=[CH:40][C:41]=2[CH3:42])=[O:34])=[O:17])[C:8]([O:10][C:11]([CH3:12])([CH3:13])[CH3:14])=[O:9])[CH2:6][CH2:5][CH2:4][CH2:3][CH2:2]1. (7) Given the reactants [CH2:1]([N:8]([CH2:10][C:11]1(C)[C:19]2[C:18](=[O:20])[N:17]([C:21]3[CH:26]=[CH:25][CH:24]=[CH:23][CH:22]=3)[C:16](=[O:27])[N:15]([CH2:28][C:29]3[C:34]([F:35])=[CH:33][CH:32]=[CH:31][C:30]=3[F:36])[C:14]=2[S:13][CH:12]1[C:37]1[CH:42]=[CH:41][C:40]([N+:43]([O-])=O)=[CH:39][CH:38]=1)[CH3:9])[C:2]1[CH:7]=[CH:6][CH:5]=[CH:4][CH:3]=1.O.C(O)(=O)CC(CC(O)=O)(C(O)=O)O.O.NCCO, predict the reaction product. The product is: [NH2:43][C:40]1[CH:39]=[CH:38][C:37]([C:12]2[S:13][C:14]3[N:15]([CH2:28][C:29]4[C:30]([F:36])=[CH:31][CH:32]=[CH:33][C:34]=4[F:35])[C:16](=[O:27])[N:17]([C:21]4[CH:22]=[CH:23][CH:24]=[CH:25][CH:26]=4)[C:18](=[O:20])[C:19]=3[C:11]=2[CH2:10][N:8]([CH2:1][C:2]2[CH:3]=[CH:4][CH:5]=[CH:6][CH:7]=2)[CH3:9])=[CH:42][CH:41]=1. (8) Given the reactants [OH:1][C:2]1[CH:10]=[CH:9][CH:8]=[C:7]2[C:3]=1[CH:4]=[CH:5][NH:6]2.[OH-].[K+].CS(C)=O.Br[C:18]([CH3:25])([CH3:24])[C:19]([O:21][CH2:22][CH3:23])=[O:20], predict the reaction product. The product is: [CH2:22]([O:21][C:19](=[O:20])[C:18]([O:1][C:2]1[CH:10]=[CH:9][CH:8]=[C:7]2[C:3]=1[CH:4]=[CH:5][NH:6]2)([CH3:25])[CH3:24])[CH3:23]. (9) Given the reactants [Cl:1][C:2]1[CH:34]=[CH:33][CH:32]=[C:31]([C:35]([F:38])([F:37])[F:36])[C:3]=1[C:4]([N:6]1[C:14]2[C:9](=[CH:10][CH:11]=[C:12]([C:15]3[O:16][C:17]([CH3:20])=[CH:18][N:19]=3)[CH:13]=2)[C:8]([C:21]2[CH:30]=[CH:29][C:24]([C:25]([O:27]C)=[O:26])=[CH:23][CH:22]=2)=[N:7]1)=[O:5].[Li+].[OH-], predict the reaction product. The product is: [Cl:1][C:2]1[CH:34]=[CH:33][CH:32]=[C:31]([C:35]([F:38])([F:36])[F:37])[C:3]=1[C:4]([N:6]1[C:14]2[C:9](=[CH:10][CH:11]=[C:12]([C:15]3[O:16][C:17]([CH3:20])=[CH:18][N:19]=3)[CH:13]=2)[C:8]([C:21]2[CH:22]=[CH:23][C:24]([C:25]([OH:27])=[O:26])=[CH:29][CH:30]=2)=[N:7]1)=[O:5]. (10) Given the reactants [NH2:1][C@@H:2]1[C:13](=[O:14])[O:12][C@H:11]([C:15]2[CH:20]=[CH:19][CH:18]=[CH:17][CH:16]=2)[CH2:10][NH:9][C:8](=[O:21])[C@H:7]([CH2:22][C:23]([NH:25][CH2:26][C:27]2[CH:32]=[CH:31][C:30]([Cl:33])=[CH:29][CH:28]=2)=[O:24])[CH2:6][CH:5]=[CH:4][CH2:3]1.CO.[CH3:36][C:37]([CH3:39])=O.C([BH3-])#N.[Na+], predict the reaction product. The product is: [Cl:33][C:30]1[CH:31]=[CH:32][C:27]([CH2:26][NH:25][C:23](=[O:24])[CH2:22][C@@H:7]2[CH2:6][CH:5]=[CH:4][CH2:3][C@H:2]([NH:1][CH:37]([CH3:39])[CH3:36])[C:13](=[O:14])[O:12][C@H:11]([C:15]3[CH:20]=[CH:19][CH:18]=[CH:17][CH:16]=3)[CH2:10][NH:9][C:8]2=[O:21])=[CH:28][CH:29]=1.